Dataset: Full USPTO retrosynthesis dataset with 1.9M reactions from patents (1976-2016). Task: Predict the reactants needed to synthesize the given product. (1) Given the product [CH3:1][O:2][C:3]([C@@H:5]1[CH2:39][C@@H:38]2[CH2:40][N:6]1[C:7](=[O:47])[C@H:8]([C:43]([CH3:46])([CH3:45])[CH3:44])[NH:9][C:10](=[O:42])[O:11][C@@H:12]1[CH2:41][C@H:13]1[CH2:14][CH2:15][CH2:16][CH2:17][CH2:18][C:19]1[C:20]([O:37]2)=[N:21][C:22]2[CH:23]=[CH:24][CH:25]=[CH:26][C:27]=2[C:28]=1[CH:48]=[CH2:49])=[O:4], predict the reactants needed to synthesize it. The reactants are: [CH3:1][O:2][C:3]([C@@H:5]1[CH2:39][C@@H:38]2[CH2:40][N:6]1[C:7](=[O:47])[C@H:8]([C:43]([CH3:46])([CH3:45])[CH3:44])[NH:9][C:10](=[O:42])[O:11][C@@H:12]1[CH2:41][C@H:13]1[CH2:14][CH2:15][CH2:16][CH2:17][CH2:18][C:19]1[C:20]([O:37]2)=[N:21][C:22]2[CH:23]=[CH:24][CH:25]=[CH:26][C:27]=2[C:28]=1OS(C(F)(F)F)(=O)=O)=[O:4].[CH2:48]([Sn](CCCC)(CCCC)C=C)[CH2:49]CC. (2) Given the product [CH2:11]([C@H:18]1[CH2:22][N:21]([C:7](=[O:9])[CH2:6][CH2:5][C:4]([O:3][CH3:2])=[O:10])[C@H:20]([C:23](=[O:24])[NH:25][C:26]2[CH:31]=[CH:30][C:29]([O:32][C:33]3[CH:38]=[CH:37][C:36]([F:39])=[CH:35][CH:34]=3)=[CH:28][CH:27]=2)[CH2:19]1)[C:12]1[CH:17]=[CH:16][CH:15]=[CH:14][CH:13]=1, predict the reactants needed to synthesize it. The reactants are: Cl.[CH3:2][O:3][C:4](=[O:10])[CH2:5][CH2:6][C:7]([OH:9])=O.[CH2:11]([C@H:18]1[CH2:22][NH:21][C@H:20]([C:23]([NH:25][C:26]2[CH:31]=[CH:30][C:29]([O:32][C:33]3[CH:38]=[CH:37][C:36]([F:39])=[CH:35][CH:34]=3)=[CH:28][CH:27]=2)=[O:24])[CH2:19]1)[C:12]1[CH:17]=[CH:16][CH:15]=[CH:14][CH:13]=1. (3) Given the product [F:19][C:20]([F:29])([F:30])[C:21]1[CH:28]=[CH:27][CH:26]=[CH:25][C:22]=1[CH:23]([OH:24])[C:32]([F:34])([F:33])[F:31], predict the reactants needed to synthesize it. The reactants are: [F-].C([N+](CCCC)(CCCC)CCCC)CCC.[F:19][C:20]([F:30])([F:29])[C:21]1[CH:28]=[CH:27][CH:26]=[CH:25][C:22]=1[CH:23]=[O:24].[F:31][C:32]([Si](C)(C)C)([F:34])[F:33].Cl. (4) Given the product [O:31]1[CH2:32][CH2:33][NH:34][C:35]2[N:36]=[CH:37][C:28](/[CH:5]=[CH:4]/[C:3]([N:2]([CH3:1])[CH2:7][C:8]3[O:9][C:10]4[CH:17]=[CH:16][CH:15]=[CH:14][C:11]=4[C:12]=3[CH3:13])=[O:6])=[CH:29][C:30]1=2, predict the reactants needed to synthesize it. The reactants are: [CH3:1][N:2]([CH2:7][C:8]1[O:9][C:10]2[CH:17]=[CH:16][CH:15]=[CH:14][C:11]=2[C:12]=1[CH3:13])[C:3](=[O:6])[CH:4]=[CH2:5].C(N(C(C)C)CC)(C)C.Br[C:28]1[CH:37]=[N:36][C:35]2[NH:34][CH2:33][C:32](C)(C)[O:31][C:30]=2[CH:29]=1.CC1C=CC=CC=1P(C1C=CC=CC=1C)C1C=CC=CC=1C. (5) The reactants are: [F:1][C:2]1[CH:7]=[CH:6][CH:5]=[C:4]([F:8])[C:3]=1[C:9]1[S:10][CH:11]=[C:12]([C:14]([O:16]CC)=[O:15])[N:13]=1.O.[OH-].[Li+].O.Cl. Given the product [F:8][C:4]1[CH:5]=[CH:6][CH:7]=[C:2]([F:1])[C:3]=1[C:9]1[S:10][CH:11]=[C:12]([C:14]([OH:16])=[O:15])[N:13]=1, predict the reactants needed to synthesize it. (6) Given the product [Cl:16][C:17]1[N:18]=[C:19]([O:24][CH:25]([CH3:27])[CH3:26])[N:20]=[C:21]([NH:15][C:5]2[CH:6]=[CH:7][C:8]([N:9]3[CH:13]=[C:12]([CH3:14])[N:11]=[CH:10]3)=[C:3]([O:2][CH3:1])[CH:4]=2)[N:22]=1, predict the reactants needed to synthesize it. The reactants are: [CH3:1][O:2][C:3]1[CH:4]=[C:5]([NH2:15])[CH:6]=[CH:7][C:8]=1[N:9]1[CH:13]=[C:12]([CH3:14])[N:11]=[CH:10]1.[Cl:16][C:17]1[N:22]=[C:21](Cl)[N:20]=[C:19]([O:24][CH:25]([CH3:27])[CH3:26])[N:18]=1. (7) Given the product [C:1]([C:3]1[CH:4]=[CH:5][C:6]([C:9]2[N:13]3[CH:14]=[C:15]([C:18]4[CH:26]=[CH:25][C:21]([C:22]([N:67]5[CH2:68][CH2:69][C:64]6([N:59]([C:70]([O:72][C:73]([CH3:76])([CH3:75])[CH3:74])=[O:71])[CH2:60][CH2:61][CH2:62][CH2:63]6)[CH2:65][CH2:66]5)=[O:23])=[CH:20][CH:19]=4)[CH:16]=[CH:17][C:12]3=[N:11][CH:10]=2)=[CH:7][CH:8]=1)#[N:2], predict the reactants needed to synthesize it. The reactants are: [C:1]([C:3]1[CH:8]=[CH:7][C:6]([C:9]2[N:13]3[CH:14]=[C:15]([C:18]4[CH:26]=[CH:25][C:21]([C:22](O)=[O:23])=[CH:20][CH:19]=4)[CH:16]=[CH:17][C:12]3=[N:11][CH:10]=2)=[CH:5][CH:4]=1)#[N:2].CN(C(ON1N=NC2C=CC=NC1=2)=[N+](C)C)C.F[P-](F)(F)(F)(F)F.CN1CCOCC1.Cl.[N:59]1([C:70]([O:72][C:73]([CH3:76])([CH3:75])[CH3:74])=[O:71])[C:64]2([CH2:69][CH2:68][NH:67][CH2:66][CH2:65]2)[CH2:63][CH2:62][CH2:61][CH2:60]1. (8) Given the product [CH3:16][N:17]([CH3:19])/[CH:18]=[CH:10]/[C:9]([C:6]1[CH:5]=[CH:4][C:3]([C:2]([F:12])([F:13])[F:1])=[CH:8][CH:7]=1)=[O:11], predict the reactants needed to synthesize it. The reactants are: [F:1][C:2]([F:13])([F:12])[C:3]1[CH:8]=[CH:7][C:6]([C:9](=[O:11])[CH3:10])=[CH:5][CH:4]=1.CO[CH:16](OC)[N:17]([CH3:19])[CH3:18].